This data is from Full USPTO retrosynthesis dataset with 1.9M reactions from patents (1976-2016). The task is: Predict the reactants needed to synthesize the given product. (1) Given the product [NH2:24][C:5]1[CH:4]=[N:3][N:2]([CH3:1])[C:6]=1[C:7]1[CH:15]=[C:14]2[C:10]([CH2:11][CH2:12][CH:13]2[NH:16][C:17](=[O:23])[O:18][C:19]([CH3:20])([CH3:21])[CH3:22])=[CH:9][CH:8]=1, predict the reactants needed to synthesize it. The reactants are: [CH3:1][N:2]1[C:6]([C:7]2[CH:15]=[C:14]3[C:10]([CH2:11][CH2:12][CH:13]3[NH:16][C:17](=[O:23])[O:18][C:19]([CH3:22])([CH3:21])[CH3:20])=[CH:9][CH:8]=2)=[C:5]([N+:24]([O-])=O)[CH:4]=[N:3]1.[NH4+].[Cl-].C([O-])(O)=O.[Na+]. (2) Given the product [OH:21][CH2:20][CH2:19][CH2:18][N:17]([CH2:16][C@@H:13]1[O:12][C:8]2=[C:9]3[C:4](=[CH:5][CH:6]=[C:7]2[O:15][CH2:14]1)[N:3]=[C:2]([CH3:1])[CH:11]=[CH:10]3)[C:22](=[O:23])[O:24][C:25]([CH3:28])([CH3:27])[CH3:26], predict the reactants needed to synthesize it. The reactants are: [CH3:1][C:2]1[CH:11]=[CH:10][C:9]2[C:4](=[CH:5][CH:6]=[C:7]3[O:15][CH2:14][C@H:13]([CH2:16][NH:17][CH2:18][CH2:19][CH2:20][OH:21])[O:12][C:8]3=2)[N:3]=1.[C:22](O[C:22]([O:24][C:25]([CH3:28])([CH3:27])[CH3:26])=[O:23])([O:24][C:25]([CH3:28])([CH3:27])[CH3:26])=[O:23].